Dataset: NCI-60 drug combinations with 297,098 pairs across 59 cell lines. Task: Regression. Given two drug SMILES strings and cell line genomic features, predict the synergy score measuring deviation from expected non-interaction effect. (1) Drug 1: CC1=C(C(=CC=C1)Cl)NC(=O)C2=CN=C(S2)NC3=CC(=NC(=N3)C)N4CCN(CC4)CCO. Drug 2: CNC(=O)C1=NC=CC(=C1)OC2=CC=C(C=C2)NC(=O)NC3=CC(=C(C=C3)Cl)C(F)(F)F. Cell line: OVCAR3. Synergy scores: CSS=44.8, Synergy_ZIP=3.30, Synergy_Bliss=2.82, Synergy_Loewe=-2.43, Synergy_HSA=2.78. (2) Drug 2: CN(CCCl)CCCl.Cl. Cell line: SK-MEL-28. Drug 1: C1=CN(C=N1)CC(O)(P(=O)(O)O)P(=O)(O)O. Synergy scores: CSS=-0.853, Synergy_ZIP=8.32, Synergy_Bliss=14.9, Synergy_Loewe=-0.642, Synergy_HSA=0.169. (3) Drug 1: C1=NNC2=C1C(=O)NC=N2. Drug 2: CC1C(C(CC(O1)OC2CC(CC3=C2C(=C4C(=C3O)C(=O)C5=C(C4=O)C(=CC=C5)OC)O)(C(=O)CO)O)N)O.Cl. Cell line: TK-10. Synergy scores: CSS=45.6, Synergy_ZIP=2.59, Synergy_Bliss=2.36, Synergy_Loewe=-16.9, Synergy_HSA=5.08. (4) Drug 1: CN1C(=O)N2C=NC(=C2N=N1)C(=O)N. Drug 2: CC1C(C(CC(O1)OC2CC(OC(C2O)C)OC3=CC4=CC5=C(C(=O)C(C(C5)C(C(=O)C(C(C)O)O)OC)OC6CC(C(C(O6)C)O)OC7CC(C(C(O7)C)O)OC8CC(C(C(O8)C)O)(C)O)C(=C4C(=C3C)O)O)O)O. Cell line: HCT116. Synergy scores: CSS=44.4, Synergy_ZIP=1.26, Synergy_Bliss=-4.67, Synergy_Loewe=-44.2, Synergy_HSA=-6.42. (5) Drug 1: CN(C)C1=NC(=NC(=N1)N(C)C)N(C)C. Drug 2: CC1=C(C(CCC1)(C)C)C=CC(=CC=CC(=CC(=O)O)C)C. Cell line: MDA-MB-231. Synergy scores: CSS=-9.19, Synergy_ZIP=4.55, Synergy_Bliss=-1.83, Synergy_Loewe=-6.57, Synergy_HSA=-7.64. (6) Drug 1: CN(C)N=NC1=C(NC=N1)C(=O)N. Drug 2: CN(CC1=CN=C2C(=N1)C(=NC(=N2)N)N)C3=CC=C(C=C3)C(=O)NC(CCC(=O)O)C(=O)O. Cell line: CCRF-CEM. Synergy scores: CSS=51.9, Synergy_ZIP=-2.64, Synergy_Bliss=-4.03, Synergy_Loewe=-19.3, Synergy_HSA=0.492.